This data is from Forward reaction prediction with 1.9M reactions from USPTO patents (1976-2016). The task is: Predict the product of the given reaction. (1) Given the reactants [Cl:1][C:2]1[N:10]=[CH:9][C:8]([F:11])=[CH:7][C:3]=1C(O)=O.[C:12]([OH:16])([CH3:15])([CH3:14])[CH3:13].C([N:19]([CH2:22]C)CC)C.C1(P(N=[N+]=[N-])(C2C=CC=CC=2)=[O:31])C=CC=CC=1, predict the reaction product. The product is: [Cl:1][C:2]1[C:3]([NH:19][C:22](=[O:31])[O:16][C:12]([CH3:15])([CH3:14])[CH3:13])=[CH:7][C:8]([F:11])=[CH:9][N:10]=1. (2) Given the reactants [OH-].[Li+].[CH3:3][O:4][C:5]1[CH:6]=[C:7]([CH:10]=[CH:11][C:12]=1[N:13]1[CH:17]=[C:16]([CH3:18])[N:15]=[CH:14]1)[CH:8]=O.[F:19][C:20]1[C:25]([F:26])=[C:24]([F:27])[CH:23]=[CH:22][C:21]=1[C@H:28]1[N:36]2[C@@H:31]([CH2:32][CH2:33][CH:34](P(=O)(OCC)OCC)[C:35]2=[O:37])[CH2:30][CH2:29]1.C(O)C, predict the reaction product. The product is: [F:19][C:20]1[C:25]([F:26])=[C:24]([F:27])[CH:23]=[CH:22][C:21]=1[C@H:28]1[N:36]2[C@@H:31]([CH2:32][CH2:33]/[C:34](=[CH:8]\[C:7]3[CH:10]=[CH:11][C:12]([N:13]4[CH:17]=[C:16]([CH3:18])[N:15]=[CH:14]4)=[C:5]([O:4][CH3:3])[CH:6]=3)/[C:35]2=[O:37])[CH2:30][CH2:29]1. (3) Given the reactants Cl[C:2](Cl)(Cl)/[C:3](=N\[H])/[O:4][CH:5]1[O:10][CH:9]([CH3:11])[CH:8]2[O:12][CH2:13][C:14](=C)[CH:7]2[CH2:6]1.[Cl:20][CH:21]1[CH:32]([CH3:33])[CH:31]2[CH:23]([C@@:24]3([CH:51]=[O:52])[CH2:36][C@H:28]4[C@@](CO)([CH2:30]2)[C@:25]3([C:40]([O:42]COC(=O)C(C)(C)C)=[O:41])[C:26]([CH:37]([CH3:39])[CH3:38])=[CH:27]4)[CH2:22]1, predict the reaction product. The product is: [Cl:20][CH:21]1[CH:32]([CH3:33])[CH:31]2[CH:23]([C@@:24]3([CH:51]=[O:52])[CH2:36][C@H:28]4[C@@:2]([CH2:3][O:4][CH:5]5[O:10][C:9](=[CH2:11])[CH:8]6[O:12][CH2:13][CH2:14][CH:7]6[CH2:6]5)([CH2:30]2)[C@:25]3([C:40]([OH:42])=[O:41])[C:26]([CH:37]([CH3:38])[CH3:39])=[CH:27]4)[CH2:22]1. (4) Given the reactants [F:1][C:2]([F:12])([CH2:5][C:6]1[CH:11]=[CH:10][CH:9]=[CH:8][CH:7]=1)[CH2:3][OH:4].[Br:13][CH2:14][CH2:15][CH2:16][CH2:17][CH2:18][CH2:19]OCC(C1C=CC=C(OC)C=1)(F)F, predict the reaction product. The product is: [F:1][C:2]([F:12])([CH2:5][C:6]1[CH:11]=[CH:10][CH:9]=[CH:8][CH:7]=1)[CH2:3][O:4][CH2:19][CH2:18][CH2:17][CH2:16][CH2:15][CH2:14][Br:13]. (5) Given the reactants [Cl:1][C:2]1[CH:7]=[CH:6][C:5]([CH2:8][N:9]2[CH2:13][CH2:12][NH:11][C:10]2=[CH:14][N+:15]([O-:17])=[O:16])=[CH:4][N:3]=1.[CH:18]([CH:20]=[O:21])=O.[ClH:22], predict the reaction product. The product is: [Cl:1][C:2]1[N:3]=[CH:4][C:5]([CH2:8][N:9]2[CH2:13][CH2:12][N:11]=[C:10]2[C:14]([N+:15]([O-:17])=[O:16])=[CH:18][CH:20]([OH:21])[C:14](=[C:10]2[NH:11][CH2:12][CH2:13][N:9]2[CH2:8][C:5]2[CH:4]=[N:3][C:2]([Cl:22])=[CH:7][CH:6]=2)[N+:15]([O-:17])=[O:16])=[CH:6][CH:7]=1. (6) Given the reactants Cl.FC1C=C(C=CC=1)CN1C=C(C2C3C(=NC=C(C4C=CC(C5CCNCC5)=CC=4)C=3)N(S(C3C=CC(C)=CC=3)(=O)=O)C=2)C=N1.[F:46][C:47]1[C:48]([NH:87][C:88](=[O:94])[O:89][C:90]([CH3:93])([CH3:92])[CH3:91])=[N:49][CH:50]=[C:51]([C:53]2[CH:54]=[C:55]3[C:61]([C:62]4[C:63]([CH3:76])=[N:64][N:65]([CH2:68][C:69]5[CH:74]=[CH:73][CH:72]=[C:71]([F:75])[CH:70]=5)[C:66]=4[CH3:67])=[CH:60][N:59](S(C4C=CC(C)=CC=4)(=O)=O)[C:56]3=[N:57][CH:58]=2)[CH:52]=1.[OH-].[Li+], predict the reaction product. The product is: [F:46][C:47]1[C:48]([NH:87][C:88](=[O:94])[O:89][C:90]([CH3:92])([CH3:91])[CH3:93])=[N:49][CH:50]=[C:51]([C:53]2[CH:54]=[C:55]3[C:61]([C:62]4[C:63]([CH3:76])=[N:64][N:65]([CH2:68][C:69]5[CH:74]=[CH:73][CH:72]=[C:71]([F:75])[CH:70]=5)[C:66]=4[CH3:67])=[CH:60][NH:59][C:56]3=[N:57][CH:58]=2)[CH:52]=1. (7) The product is: [ClH:1].[Cl:1][C:2]1[CH:8]=[C:7]([CH3:9])[CH:6]=[CH:5][C:3]=1[NH:4][NH2:10]. Given the reactants [Cl:1][C:2]1[CH:8]=[C:7]([CH3:9])[CH:6]=[CH:5][C:3]=1[NH2:4].[N:10]([O-])=O.[Na+].O.O.[Sn](Cl)Cl, predict the reaction product. (8) Given the reactants [CH:1](=O)[CH:2]([CH3:4])[CH3:3].Cl.[CH3:7][N:8]1[C:17]2[NH:16][C:15]3[CH:18]=[C:19]([CH3:22])[CH:20]=[CH:21][C:14]=3[N:13]([C:23]([C:25]3[CH:30]=[CH:29][C:28]([O:31][CH2:32][CH2:33][CH2:34][CH:35]4[CH2:40][CH2:39][NH:38][CH2:37][CH2:36]4)=[C:27]([CH3:41])[CH:26]=3)=[O:24])[CH2:12][C:11]=2[CH:10]=[N:9]1.C(O[BH-](OC(=O)C)OC(=O)C)(=O)C.[Na+], predict the reaction product. The product is: [CH3:7][N:8]1[C:17]2[NH:16][C:15]3[CH:18]=[C:19]([CH3:22])[CH:20]=[CH:21][C:14]=3[N:13]([C:23]([C:25]3[CH:30]=[CH:29][C:28]([O:31][CH2:32][CH2:33][CH2:34][CH:35]4[CH2:36][CH2:37][N:38]([CH2:1][CH:2]([CH3:4])[CH3:3])[CH2:39][CH2:40]4)=[C:27]([CH3:41])[CH:26]=3)=[O:24])[CH2:12][C:11]=2[CH:10]=[N:9]1. (9) Given the reactants [C:1]([O:5][C:6](=[O:16])[NH:7][CH2:8][C@H:9]1[CH2:14][CH2:13][C@H:12](N)[CH2:11][CH2:10]1)([CH3:4])([CH3:3])[CH3:2].C=O.[C:19]([BH3-])#[N:20].[Na+].[C:23](O)(=O)C, predict the reaction product. The product is: [C:1]([O:5][C:6](=[O:16])[NH:7][CH2:8][C@H:9]1[CH2:14][CH2:13][C@H:12]([N:20]([CH3:19])[CH3:23])[CH2:11][CH2:10]1)([CH3:4])([CH3:3])[CH3:2].